From a dataset of Reaction yield outcomes from USPTO patents with 853,638 reactions. Predict the reaction yield, written as a fraction of the theoretical maximum amount of product (1.0 means a 100% yield; for example, 0.34 means a 34% yield). The product is [CH:3]1([C:9]2[CH:14]=[CH:13][C:12]([C:15]3[N:19]([S:28]([C:24]4[CH:23]=[N:22][CH:27]=[CH:26][CH:25]=4)(=[O:30])=[O:29])[CH:18]=[C:17]([CH:20]=[O:21])[CH:16]=3)=[CH:11][CH:10]=2)[CH2:4][CH2:5][CH2:6][CH2:7][CH2:8]1. The reactants are [H-].[Na+].[CH:3]1([C:9]2[CH:14]=[CH:13][C:12]([C:15]3[NH:19][CH:18]=[C:17]([CH:20]=[O:21])[CH:16]=3)=[CH:11][CH:10]=2)[CH2:8][CH2:7][CH2:6][CH2:5][CH2:4]1.[N:22]1[CH:27]=[CH:26][CH:25]=[C:24]([S:28](Cl)(=[O:30])=[O:29])[CH:23]=1. The yield is 0.970. The catalyst is O1CCCC1.